Dataset: Full USPTO retrosynthesis dataset with 1.9M reactions from patents (1976-2016). Task: Predict the reactants needed to synthesize the given product. (1) Given the product [CH2:14]([NH:13][C:11]1[S:12][C:8]([C:6]2[CH:5]=[CH:4][N:3]=[C:2]([NH:36][C:33]3[CH:34]=[N:35][C:30]([N:24]4[CH2:25][CH2:26][O:27][CH2:28][CH2:29]4)=[CH:31][CH:32]=3)[N:7]=2)=[C:9]([C:16]2[CH:21]=[CH:20][CH:19]=[C:18]([O:22][CH3:23])[CH:17]=2)[N:10]=1)[CH3:15], predict the reactants needed to synthesize it. The reactants are: Cl[C:2]1[N:7]=[C:6]([C:8]2[S:12][C:11]([NH:13][CH2:14][CH3:15])=[N:10][C:9]=2[C:16]2[CH:21]=[CH:20][CH:19]=[C:18]([O:22][CH3:23])[CH:17]=2)[CH:5]=[CH:4][N:3]=1.[N:24]1([C:30]2[N:35]=[CH:34][C:33]([NH2:36])=[CH:32][CH:31]=2)[CH2:29][CH2:28][O:27][CH2:26][CH2:25]1.CC(O)C.Cl. (2) Given the product [NH:1]1[C:5](=[O:6])[CH2:4][CH2:3][C@H:2]1[C:7]([NH:9][C@H:10]([C:36]([NH:38][C@H:39]([C:50]([NH:52][C@H:53]([C:60]([NH:62][C@H:63]([C:76]([NH:78][C@@H:79]([C:91]([NH:93][C@H:94]([C:99]([NH:101][C@H:102]([C:127]([N:129]1[CH2:138][CH2:137][CH2:136][C@H:130]1[C:131]([NH:133][CH2:134][CH3:135])=[O:132])=[O:128])[CH2:103][CH2:104][CH2:105][NH:106][C:107](=[NH:108])[NH2:126])=[O:100])[CH2:95][CH:96]([CH3:98])[CH3:97])=[O:92])[CH2:80][C:81]1[C:89]2[C:84](=[CH:85][CH:86]=[CH:87][CH:88]=2)[NH:83][C:82]=1[CH3:90])=[O:77])[CH2:64][C:65]1[CH:70]=[CH:69][C:68]([OH:71])=[CH:67][CH:66]=1)=[O:61])[CH2:54][OH:55])=[O:51])[CH2:40][C:41]1[C:49]2[C:44](=[CH:45][CH:46]=[CH:47][CH:48]=2)[NH:43][CH:42]=1)=[O:37])[CH2:11][C:12]1[N:16]=[CH:15][NH:14][CH:13]=1)=[O:8], predict the reactants needed to synthesize it. The reactants are: [NH:1]1[C:5](=[O:6])[CH2:4][CH2:3][C@H:2]1[C:7]([NH:9][C@H:10]([C:36]([NH:38][C@H:39]([C:50]([NH:52][C@H:53]([C:60]([NH:62][C@H:63]([C:76]([NH:78][C@@H:79]([C:91]([NH:93][C@H:94]([C:99]([NH:101][C@H:102]([C:127]([N:129]1[CH2:138][CH2:137][CH2:136][C@H:130]1[C:131]([NH:133][CH2:134][CH3:135])=[O:132])=[O:128])[CH2:103][CH2:104][CH2:105][NH:106][C:107](=[NH:126])[NH:108]S(C1C(C)=C2C(OC(C2)(C)C)=C(C)C=1C)(=O)=O)=[O:100])[CH2:95][CH:96]([CH3:98])[CH3:97])=[O:92])[CH2:80][C:81]1[C:89]2[C:84](=[CH:85][CH:86]=[CH:87][CH:88]=2)[NH:83][C:82]=1[CH3:90])=[O:77])[CH2:64][C:65]1[CH:70]=[CH:69][C:68]([O:71]C(C)(C)C)=[CH:67][CH:66]=1)=[O:61])[CH2:54][O:55]C(C)(C)C)=[O:51])[CH2:40][C:41]1[C:49]2[C:44](=[CH:45][CH:46]=[CH:47][CH:48]=2)[NH:43][CH:42]=1)=[O:37])[CH2:11][C:12]1[N:16]=[CH:15][N:14](C(C2C=CC=CC=2)(C2C=CC=CC=2)C2C=CC=CC=2)[CH:13]=1)=[O:8].C(O)(C(F)(F)F)=O. (3) Given the product [CH3:34][C:33]1[C:28]([CH:16]2[CH2:17][CH2:18][CH2:19][CH:20]([C:21]3[C:26]([CH3:27])=[CH:25][CH:24]=[CH:23][N:22]=3)[N:15]2[CH2:14][C:11]2[CH:12]=[CH:13][C:8]([C:7]([NH:2][OH:3])=[O:6])=[CH:9][C:10]=2[CH2:35][O:36][CH3:37])=[N:29][CH:30]=[CH:31][CH:32]=1, predict the reactants needed to synthesize it. The reactants are: [Na].[NH2:2][OH:3].O.C[O:6][C:7](=O)[C:8]1[CH:13]=[CH:12][C:11]([CH2:14][N:15]2[CH:20]([C:21]3[C:26]([CH3:27])=[CH:25][CH:24]=[CH:23][N:22]=3)[CH2:19][CH2:18][CH2:17][CH:16]2[C:28]2[C:33]([CH3:34])=[CH:32][CH:31]=[CH:30][N:29]=2)=[C:10]([CH2:35][O:36][CH3:37])[CH:9]=1.C([O-])(O)=O.[Na+]. (4) Given the product [F:8][C:9]1[CH:10]=[C:11]([CH2:12][N:5]2[CH2:6][CH2:7][N:2]([CH3:1])[CH2:3][CH2:4]2)[CH:14]=[CH:15][C:16]=1[N+:17]([O-:19])=[O:18], predict the reactants needed to synthesize it. The reactants are: [CH3:1][N:2]1[CH2:7][CH2:6][NH:5][CH2:4][CH2:3]1.[F:8][C:9]1[CH:10]=[C:11]([CH:14]=[CH:15][C:16]=1[N+:17]([O-:19])=[O:18])[CH:12]=O.C(O)(=O)C.C(O[BH-](OC(=O)C)OC(=O)C)(=O)C.[Na+]. (5) Given the product [CH3:62][S:63]([C:30]1[CH:31]=[CH:42][C:41]([O:8][C:9]2[CH:10]=[CH:11][C:12]3[C:13]4[N:21]([CH2:22][CH2:23][CH3:24])[C:20]([CH2:25][CH2:26][O:27][CH3:28])=[N:19][C:14]=4[C:15]([NH2:37])=[N:16][C:17]=3[CH:18]=2)=[CH:40][CH:29]=1)(=[O:65])=[O:64], predict the reactants needed to synthesize it. The reactants are: C([O:8][C:9]1[CH:10]=[CH:11][C:12]2[C:13]3[N:21]([CH2:22][CH2:23][CH3:24])[C:20]([CH2:25][CH2:26][O:27][CH3:28])=[N:19][C:14]=3[CH:15]=[N:16][C:17]=2[CH:18]=1)C1C=CC=CC=1.[CH2:29](N)[CH2:30][CH3:31].C([NH2:37])C(C)C.CO[CH2:40][CH2:41][C:42](Cl)=O.C(OC)(OC)(OC)CCC.FC1C=CC=CC=1.[CH3:62][S:63](C1C=CC(F)=CC=1)(=[O:65])=[O:64]. (6) Given the product [NH2:4][C:5]1[N:6]=[CH:7][C:8](/[C:20](=[N:2]/[NH2:3])/[NH2:21])=[N:9][C:10]=1[C:11]1[O:12][C:13]([C:16]([CH3:18])([CH3:17])[CH3:19])=[N:14][N:15]=1, predict the reactants needed to synthesize it. The reactants are: O.[NH2:2][NH2:3].[NH2:4][C:5]1[N:6]=[CH:7][C:8]([C:20]#[N:21])=[N:9][C:10]=1[C:11]1[O:12][C:13]([C:16]([CH3:19])([CH3:18])[CH3:17])=[N:14][N:15]=1. (7) Given the product [CH2:1]([O:3][C:4]([N:6]1[CH2:7][CH2:8][N:9]([C:12](=[O:30])[C@@H:13]([NH:19][C:20]([O:22][CH2:23][C:24]2[CH:29]=[CH:28][CH:27]=[CH:26][CH:25]=2)=[O:21])[CH2:14][CH:15]2[CH2:16][O:17][C:31]([CH3:36])([CH3:32])[O:18]2)[CH2:10][CH2:11]1)=[O:5])[CH3:2], predict the reactants needed to synthesize it. The reactants are: [CH2:1]([O:3][C:4]([N:6]1[CH2:11][CH2:10][N:9]([C:12](=[O:30])[C@@H:13]([NH:19][C:20]([O:22][CH2:23][C:24]2[CH:29]=[CH:28][CH:27]=[CH:26][CH:25]=2)=[O:21])[CH2:14][CH:15]([OH:18])[CH2:16][OH:17])[CH2:8][CH2:7]1)=[O:5])[CH3:2].[C:31]1(C)[CH:36]=CC(S(O)(=O)=O)=C[CH:32]=1.COC(OC)(C)C. (8) The reactants are: [CH2:1]1C[C@H]2N(C[C@@H]3[C@@H]4CCCCN4C[C@H]2C3)CC1.C[Li].[C:20]([N:24]1[C:28](=[O:29])[C:27](=[CH:30][CH3:31])[NH:26][C:25]1=[S:32])([CH3:23])([CH3:22])[CH3:21].Cl. Given the product [C:20]([N:24]1[C:28](=[O:29])[CH:27]([CH:30]([CH3:1])[CH3:31])[NH:26][C:25]1=[S:32])([CH3:23])([CH3:22])[CH3:21], predict the reactants needed to synthesize it.